This data is from Full USPTO retrosynthesis dataset with 1.9M reactions from patents (1976-2016). The task is: Predict the reactants needed to synthesize the given product. (1) Given the product [ClH:1].[Cl:1][C:2]1[CH:7]=[C:6]([Cl:8])[CH:5]=[CH:4][C:3]=1[C:9]1[NH:14][C:13](=[O:15])[N:12]2[N:16]=[C:17]([CH:19]3[CH2:24][CH2:23][NH:22][CH2:21][CH2:20]3)[N:18]=[C:11]2[CH:10]=1, predict the reactants needed to synthesize it. The reactants are: [Cl:1][C:2]1[CH:7]=[C:6]([Cl:8])[CH:5]=[CH:4][C:3]=1[C:9]1[NH:14][C:13](=[O:15])[N:12]2[N:16]=[C:17]([CH:19]3[CH2:24][CH2:23][N:22](C(OC(C)(C)C)=O)[CH2:21][CH2:20]3)[N:18]=[C:11]2[CH:10]=1.Cl. (2) Given the product [CH2:1]([C:4]1[CH:9]=[CH:8][C:7]([CH:10]2[CH2:11][NH:12][CH2:13]2)=[CH:6][CH:5]=1)[CH2:2][CH2:3][CH3:15], predict the reactants needed to synthesize it. The reactants are: [CH2:1]([C:4]1[CH:9]=[CH:8][C:7]([CH:10]2[CH2:13][NH:12][CH2:11]2)=[CH:6][CH:5]=1)[CH2:2][CH3:3].O=[C:15]1CN(C(OC(C)(C)C)=O)C1.C(C1C=CC(B(O)O)=CC=1)CCC. (3) Given the product [CH2:17]([N:13]1[C:14]2=[CH:15][N:45]([CH2:44][CH2:43][S:42][C:23]([C:30]3[CH:35]=[CH:34][CH:33]=[CH:32][CH:31]=3)([C:24]3[CH:25]=[CH:26][CH:27]=[CH:28][CH:29]=3)[C:36]3[CH:41]=[CH:40][CH:39]=[CH:38][CH:37]=3)[C:1]([C:2]3[CH:7]=[CH:6][CH:5]=[CH:4][CH:3]=3)=[C:9]2[C:10](=[O:22])[N:11]([CH2:20][CH3:21])[C:12]1=[O:19])[CH3:18], predict the reactants needed to synthesize it. The reactants are: [C:1]([C:9]1[C:10](=[O:22])[N:11]([CH2:20][CH3:21])[C:12](=[O:19])[N:13]([CH2:17][CH3:18])[C:14]=1[CH2:15]Br)(=O)[C:2]1[CH:7]=[CH:6][CH:5]=[CH:4][CH:3]=1.[C:23]([S:42][CH2:43][CH2:44][NH2:45])([C:36]1[CH:41]=[CH:40][CH:39]=[CH:38][CH:37]=1)([C:30]1[CH:35]=[CH:34][CH:33]=[CH:32][CH:31]=1)[C:24]1[CH:29]=[CH:28][CH:27]=[CH:26][CH:25]=1.C(N(CC)CC)C.